Dataset: KCNQ2 potassium channel screen with 302,405 compounds. Task: Binary Classification. Given a drug SMILES string, predict its activity (active/inactive) in a high-throughput screening assay against a specified biological target. (1) The molecule is S(CCN(C)C)c1[nH]c(=O)c(CCCCC)c(O)n1. The result is 0 (inactive). (2) The molecule is Clc1ccc(C(=O)NCCCC(=O)N(Cc2c(F)cccc2)C)cc1. The result is 0 (inactive).